From a dataset of Forward reaction prediction with 1.9M reactions from USPTO patents (1976-2016). Predict the product of the given reaction. (1) Given the reactants Cl[C:2]1[C:11]([CH2:12][OH:13])=[CH:10][C:9]2[C:4](=[CH:5][CH:6]=[C:7]([F:14])[CH:8]=2)[N:3]=1.C([O-])([O-])=O.[K+].[K+].[C:21]1([CH3:30])[CH:26]=[CH:25][CH:24]=[CH:23][C:22]=1B(O)O, predict the reaction product. The product is: [F:14][C:7]1[CH:8]=[C:9]2[C:4](=[CH:5][CH:6]=1)[N:3]=[C:2]([C:22]1[CH:23]=[CH:24][CH:25]=[CH:26][C:21]=1[CH3:30])[C:11]([CH2:12][OH:13])=[CH:10]2. (2) The product is: [CH3:33][N:9]1[C:8]([C:6]2[O:7][C:1]([CH3:2])=[N:4][N:5]=2)=[N:16][C:15]2[C:10]1=[N:11][CH:12]=[N:13][C:14]=2[N:17]1[CH2:18][CH2:19][CH:20]([N:23]2[C:27]3[CH:28]=[CH:29][CH:30]=[CH:31][C:26]=3[NH:25][C:24]2=[O:32])[CH2:21][CH2:22]1. Given the reactants [C:1]([NH:4][NH:5][C:6]([C:8]1[N:9]([CH3:33])[C:10]2[C:15]([N:16]=1)=[C:14]([N:17]1[CH2:22][CH2:21][CH:20]([N:23]3[C:27]4[CH:28]=[CH:29][CH:30]=[CH:31][C:26]=4[NH:25][C:24]3=[O:32])[CH2:19][CH2:18]1)[N:13]=[CH:12][N:11]=2)=[O:7])(=O)[CH3:2].C1(P(C2C=CC=CC=2)C2C=CC=CC=2)C=CC=CC=1.C(N(C(C)C)CC)(C)C.C(Cl)(Cl)(Cl)Cl, predict the reaction product.